This data is from Reaction yield outcomes from USPTO patents with 853,638 reactions. The task is: Predict the reaction yield, written as a fraction of the theoretical maximum amount of product (1.0 means a 100% yield; for example, 0.34 means a 34% yield). (1) The reactants are Cl.[CH3:2][O:3][C:4]1[CH:16]=[CH:15][C:7]([CH2:8][C@@H:9]([C:11]([O:13][CH3:14])=[O:12])[NH2:10])=[CH:6][CH:5]=1.C(N(CC)CC)C.[F:24][C:25]1[CH:35]=[CH:34][CH:33]=[C:32]([F:36])[C:26]=1[CH:27]=[CH:28][C:29](O)=[O:30].CCN=C=NCCCN(C)C.Cl. The catalyst is C(Cl)Cl. The product is [F:24][C:25]1[CH:35]=[CH:34][CH:33]=[C:32]([F:36])[C:26]=1[CH:27]=[CH:28][C:29]([NH:10][C@H:9]([C:11]([O:13][CH3:14])=[O:12])[CH2:8][C:7]1[CH:6]=[CH:5][C:4]([O:3][CH3:2])=[CH:16][CH:15]=1)=[O:30]. The yield is 0.820. (2) The reactants are [CH:1]1([C:4]([C:6]2[CH:7]=[N:8][C:9]3[C:14]([C:15]=2Cl)=[N:13][C:12]([Cl:17])=[CH:11][CH:10]=3)=[O:5])[CH2:3][CH2:2]1.C(O)(=O)C.C(O)(=O)C.[CH3:26][N:27]([CH2:29][C@H:30]1[CH2:35][CH2:34][C@H:33]([NH2:36])[CH2:32][CH2:31]1)[CH3:28]. No catalyst specified. The product is [Cl:17][C:12]1[N:13]=[C:14]2[C:9](=[CH:10][CH:11]=1)[N:8]=[CH:7][C:6]([C:4]([CH:1]1[CH2:3][CH2:2]1)=[O:5])=[C:15]2[NH:36][C@H:33]1[CH2:34][CH2:35][C@H:30]([CH2:29][N:27]([CH3:28])[CH3:26])[CH2:31][CH2:32]1. The yield is 0.390. (3) The reactants are [CH3:1][O:2][C:3]([C:5]1[S:6][C:7]([CH2:10][CH2:11][CH2:12][C@H:13]2[CH2:17][CH2:16][CH:15]=[C:14]2[C:18]2[CH:23]=[CH:22][C:21]([C@H:24]([O:30]C(=O)C3C=CC([N+]([O-])=O)=CC=3)[CH2:25][CH2:26][CH2:27][CH2:28][CH3:29])=[CH:20][CH:19]=2)=[CH:8][CH:9]=1)=[O:4].C([O-])([O-])=O.[K+].[K+].C1COCC1.Cl. The catalyst is CO. The product is [CH3:1][O:2][C:3]([C:5]1[S:6][C:7]([CH2:10][CH2:11][CH2:12][C@H:13]2[CH2:17][CH2:16][CH:15]=[C:14]2[C:18]2[CH:19]=[CH:20][C:21]([C@H:24]([OH:30])[CH2:25][CH2:26][CH2:27][CH2:28][CH3:29])=[CH:22][CH:23]=2)=[CH:8][CH:9]=1)=[O:4]. The yield is 0.750. (4) The reactants are FC1C=C(F)C=CC=1C1C=C(COS(C)(=O)=O)C(=O)N(CC(C)C)N=1.[F:26][C:27]1[CH:28]=[C:29]([C:35]2[CH:36]=[C:37]([C:52]([O:54]C)=[O:53])[C:38](=[O:51])[N:39]([CH2:41][CH2:42][CH2:43][C:44]3[CH:49]=[CH:48][C:47]([F:50])=[CH:46][CH:45]=3)[N:40]=2)[CH:30]=[CH:31][C:32]=1[O:33][CH3:34]. No catalyst specified. The product is [C:52]([C:37]1[C:38](=[O:51])[N:39]([CH2:41][CH2:42][CH2:43][C:44]2[CH:49]=[CH:48][C:47]([F:50])=[CH:46][CH:45]=2)[N:40]=[C:35]([C:29]2[CH:30]=[CH:31][C:32]([O:33][CH3:34])=[C:27]([F:26])[CH:28]=2)[CH:36]=1)([OH:54])=[O:53]. The yield is 0.892. (5) The yield is 0.770. The reactants are [CH3:1][C:2]1[CH:7]=[CH:6][C:5]([S:8]([O:11][CH2:12][CH:13]2[CH2:17][C:16]3[CH:18]=[CH:19][CH:20]=[C:21](Br)[C:15]=3[O:14]2)(=[O:10])=[O:9])=[CH:4][CH:3]=1.[S:23]1[CH:27]=[CH:26][C:25](B(O)O)=[CH:24]1.C(=O)([O-])[O-].[K+].[K+].CC1C=CC(S(OCC2CC3C(C4C=CC=CC=4)=CC=CC=3O2)(=O)=O)=CC=1. The product is [CH3:1][C:2]1[CH:7]=[CH:6][C:5]([S:8]([O:11][CH2:12][CH:13]2[CH2:17][C:16]3[CH:18]=[CH:19][CH:20]=[C:21]([C:25]4[CH:26]=[CH:27][S:23][CH:24]=4)[C:15]=3[O:14]2)(=[O:10])=[O:9])=[CH:4][CH:3]=1. The catalyst is CC1C=CC=CC=1[P](C1C=CC=CC=1C)([Pd](Cl)(Cl)[P](C1=C(C)C=CC=C1)(C1C=CC=CC=1C)C1C=CC=CC=1C)C1C=CC=CC=1C.